This data is from Reaction yield outcomes from USPTO patents with 853,638 reactions. The task is: Predict the reaction yield, written as a fraction of the theoretical maximum amount of product (1.0 means a 100% yield; for example, 0.34 means a 34% yield). (1) The catalyst is CO. The yield is 1.00. The reactants are C([O:4][C:5]1([C@:9]2([C:29]([N:31]3[CH2:36][C@@H:35]4[CH2:37][C@H:32]3[CH2:33][N:34]4[C:38]([O:40][C:41]([CH3:44])([CH3:43])[CH3:42])=[O:39])=[O:30])[CH2:13][CH2:12][C@@H:11]([N:14]([C:23](=[O:28])[C:24]([F:27])([F:26])[F:25])[C@@H:15]3[C@H:20]([O:21][CH3:22])[CH2:19][O:18][CH2:17][CH2:16]3)[CH2:10]2)[CH2:8][CH2:7][CH2:6]1)(=O)C.C(=O)([O-])[O-].[K+].[K+]. The product is [C:41]([O:40][C:38]([N:34]1[CH2:33][C@@H:32]2[CH2:37][C@H:35]1[CH2:36][N:31]2[C:29]([C@@:9]1([C:5]2([OH:4])[CH2:6][CH2:7][CH2:8]2)[CH2:13][CH2:12][C@@H:11]([N:14]([C:23](=[O:28])[C:24]([F:26])([F:27])[F:25])[C@@H:15]2[C@H:20]([O:21][CH3:22])[CH2:19][O:18][CH2:17][CH2:16]2)[CH2:10]1)=[O:30])=[O:39])([CH3:44])([CH3:42])[CH3:43]. (2) The reactants are [CH:1]1[C:10]2[C:5](=[CH:6][CH:7]=[CH:8][CH:9]=2)[CH:4]=[CH:3][C:2]=1[S:11]([N:14]1[CH2:18][CH:17]([CH2:19][S:20][C:21]([C:34]2[CH:39]=[CH:38][CH:37]=[CH:36][CH:35]=2)([C:28]2[CH:33]=[CH:32][CH:31]=[CH:30][CH:29]=2)[C:22]2[CH:27]=[CH:26][CH:25]=[CH:24][CH:23]=2)[CH:16]([CH2:40][OH:41])[CH2:15]1)(=[O:13])=[O:12].[H-].[Na+].[CH2:44](Br)[C:45]1[CH:50]=[CH:49][CH:48]=[CH:47][CH:46]=1.O. The catalyst is CN(C=O)C. The product is [CH:1]1[C:10]2[C:5](=[CH:6][CH:7]=[CH:8][CH:9]=2)[CH:4]=[CH:3][C:2]=1[S:11]([N:14]1[CH2:18][CH:17]([CH2:19][S:20][C:21]([C:22]2[CH:27]=[CH:26][CH:25]=[CH:24][CH:23]=2)([C:28]2[CH:29]=[CH:30][CH:31]=[CH:32][CH:33]=2)[C:34]2[CH:39]=[CH:38][CH:37]=[CH:36][CH:35]=2)[CH:16]([CH2:40][O:41][CH2:44][C:45]2[CH:50]=[CH:49][CH:48]=[CH:47][CH:46]=2)[CH2:15]1)(=[O:13])=[O:12]. The yield is 0.610. (3) The reactants are Cl[S:2]([C:5]1[C:14]2[C:9](=[CH:10][CH:11]=[CH:12][CH:13]=2)[C:8]([C:15]2[S:19][C:18]([C:20]([O:22][CH2:23][CH3:24])=[O:21])=[N:17][C:16]=2[CH2:25][CH:26]2[CH2:31][CH2:30][CH2:29][CH2:28][CH2:27]2)=[CH:7][CH:6]=1)(=[O:4])=[O:3].CCN(C(C)C)C(C)C.[NH2:41][C:42]1([C:45]#[N:46])[CH2:44][CH2:43]1. The catalyst is C(Cl)Cl. The product is [C:45]([C:42]1([NH:41][S:2]([C:5]2[C:14]3[C:9](=[CH:10][CH:11]=[CH:12][CH:13]=3)[C:8]([C:15]3[S:19][C:18]([C:20]([O:22][CH2:23][CH3:24])=[O:21])=[N:17][C:16]=3[CH2:25][CH:26]3[CH2:31][CH2:30][CH2:29][CH2:28][CH2:27]3)=[CH:7][CH:6]=2)(=[O:4])=[O:3])[CH2:44][CH2:43]1)#[N:46]. The yield is 0.610. (4) The reactants are Cl[C:2]1[N:11]=[CH:10][C:9]2[C:4](=[CH:5][CH:6]=[C:7]([O:12][CH3:13])[CH:8]=2)[N:3]=1.[C:14]([C:17]1[CH:22]=[CH:21][C:20](B(O)O)=[CH:19][CH:18]=1)([OH:16])=[O:15].C([O-])([O-])=O.[K+].[K+]. The catalyst is COCCOCCO.O.O.C1C=CC(P(C2C=CC=CC=2)[C-]2C=CC=C2)=CC=1.C1C=CC(P(C2C=CC=CC=2)[C-]2C=CC=C2)=CC=1.Cl[Pd]Cl.[Fe+2]. The product is [CH3:13][O:12][C:7]1[CH:8]=[C:9]2[C:4](=[CH:5][CH:6]=1)[N:3]=[C:2]([C:20]1[CH:21]=[CH:22][C:17]([C:14]([OH:16])=[O:15])=[CH:18][CH:19]=1)[N:11]=[CH:10]2. The yield is 0.760. (5) The reactants are [Br:1][C:2]1[CH:16]=[CH:15][C:5]2[C:6]3[N:7]([CH:11]=[C:12](I)[N:13]=3)[CH2:8][CH2:9][O:10][C:4]=2[CH:3]=1.[CH:17]([NH2:19])=[O:18].C[CH2:21][O:22]C(C)=O. The catalyst is CN(C1C=CN=CC=1)C.C1C=CC(P(C2C=CC=CC=2)[C-]2C=CC=C2)=CC=1.C1C=CC(P(C2C=CC=CC=2)[C-]2C=CC=C2)=CC=1.Cl[Pd]Cl.[Fe+2]. The product is [Br:1][C:2]1[CH:16]=[CH:15][C:5]2[C:6]3[N:7]([CH:11]=[C:12]([C:17]([NH:19][CH:21]=[O:22])=[O:18])[N:13]=3)[CH2:8][CH2:9][O:10][C:4]=2[CH:3]=1. The yield is 0.460. (6) The reactants are C([O:3][C:4](=[O:36])[CH2:5][NH:6][C:7]([C:9]1[C:10]([OH:35])=[C:11]([C:19]2[N:20](C(OC(C)(C)C)=O)[C:21]3[C:26]([CH:27]=2)=[CH:25][CH:24]=[CH:23][CH:22]=3)[CH:12]=[C:13]2[C:18]=1[N:17]=[CH:16][CH:15]=[N:14]2)=[O:8])C.[OH-].[Na+]. The catalyst is C(O)C. The product is [OH:35][C:10]1[C:9]([C:7]([NH:6][CH2:5][C:4]([OH:36])=[O:3])=[O:8])=[C:18]2[C:13](=[CH:12][C:11]=1[C:19]1[NH:20][C:21]3[C:26]([CH:27]=1)=[CH:25][CH:24]=[CH:23][CH:22]=3)[N:14]=[CH:15][CH:16]=[N:17]2. The yield is 0.203. (7) The reactants are Cl.[CH3:2][N:3]1[CH:7]=[C:6]([C:8]2[N:13]=[C:12]([C:14]3[CH:15]=[N:16][N:17]([C:19]4([CH2:23][C:24]#[N:25])[CH2:22][NH:21][CH2:20]4)[CH:18]=3)[N:11]3[CH:26]=[CH:27][N:28]=[C:10]3[CH:9]=2)[CH:5]=[N:4]1.C1C[O:32][CH2:31][CH2:30]1.C(N(CC)CC)C.C(OC(=O)C)(=O)C. The catalyst is O. The product is [C:31]([N:21]1[CH2:22][C:19]([CH2:23][C:24]#[N:25])([N:17]2[CH:18]=[C:14]([C:12]3[N:11]4[CH:26]=[CH:27][N:28]=[C:10]4[CH:9]=[C:8]([C:6]4[CH:5]=[N:4][N:3]([CH3:2])[CH:7]=4)[N:13]=3)[CH:15]=[N:16]2)[CH2:20]1)(=[O:32])[CH3:30]. The yield is 0.820.